From a dataset of NCI-60 drug combinations with 297,098 pairs across 59 cell lines. Regression. Given two drug SMILES strings and cell line genomic features, predict the synergy score measuring deviation from expected non-interaction effect. (1) Drug 1: CS(=O)(=O)C1=CC(=C(C=C1)C(=O)NC2=CC(=C(C=C2)Cl)C3=CC=CC=N3)Cl. Drug 2: C1=CC=C(C(=C1)C(C2=CC=C(C=C2)Cl)C(Cl)Cl)Cl. Cell line: CCRF-CEM. Synergy scores: CSS=6.51, Synergy_ZIP=-1.38, Synergy_Bliss=0.0141, Synergy_Loewe=-4.49, Synergy_HSA=-1.47. (2) Drug 1: C1=CC(=CC=C1C#N)C(C2=CC=C(C=C2)C#N)N3C=NC=N3. Drug 2: N.N.Cl[Pt+2]Cl. Cell line: NCI-H226. Synergy scores: CSS=9.44, Synergy_ZIP=-1.53, Synergy_Bliss=-1.27, Synergy_Loewe=-6.18, Synergy_HSA=-6.73. (3) Drug 1: C1CN1P(=S)(N2CC2)N3CC3. Synergy scores: CSS=12.8, Synergy_ZIP=-6.38, Synergy_Bliss=-1.68, Synergy_Loewe=-2.30, Synergy_HSA=0.827. Cell line: KM12. Drug 2: CC12CCC3C(C1CCC2OP(=O)(O)O)CCC4=C3C=CC(=C4)OC(=O)N(CCCl)CCCl.[Na+]. (4) Drug 1: CCC1(CC2CC(C3=C(CCN(C2)C1)C4=CC=CC=C4N3)(C5=C(C=C6C(=C5)C78CCN9C7C(C=CC9)(C(C(C8N6C=O)(C(=O)OC)O)OC(=O)C)CC)OC)C(=O)OC)O.OS(=O)(=O)O. Drug 2: CC1CCC2CC(C(=CC=CC=CC(CC(C(=O)C(C(C(=CC(C(=O)CC(OC(=O)C3CCCCN3C(=O)C(=O)C1(O2)O)C(C)CC4CCC(C(C4)OC)O)C)C)O)OC)C)C)C)OC. Cell line: HT29. Synergy scores: CSS=16.4, Synergy_ZIP=-5.85, Synergy_Bliss=-2.91, Synergy_Loewe=-25.3, Synergy_HSA=-1.62. (5) Drug 1: CC1CCC2CC(C(=CC=CC=CC(CC(C(=O)C(C(C(=CC(C(=O)CC(OC(=O)C3CCCCN3C(=O)C(=O)C1(O2)O)C(C)CC4CCC(C(C4)OC)OCCO)C)C)O)OC)C)C)C)OC. Drug 2: COCCOC1=C(C=C2C(=C1)C(=NC=N2)NC3=CC=CC(=C3)C#C)OCCOC.Cl. Cell line: SW-620. Synergy scores: CSS=3.80, Synergy_ZIP=-0.861, Synergy_Bliss=-0.237, Synergy_Loewe=2.04, Synergy_HSA=-0.325. (6) Drug 1: CCC1=CC2CC(C3=C(CN(C2)C1)C4=CC=CC=C4N3)(C5=C(C=C6C(=C5)C78CCN9C7C(C=CC9)(C(C(C8N6C)(C(=O)OC)O)OC(=O)C)CC)OC)C(=O)OC.C(C(C(=O)O)O)(C(=O)O)O. Drug 2: C(CC(=O)O)C(=O)CN.Cl. Cell line: NCI-H460. Synergy scores: CSS=50.0, Synergy_ZIP=-2.34, Synergy_Bliss=-4.70, Synergy_Loewe=-40.2, Synergy_HSA=-3.55. (7) Drug 1: C1=CN(C(=O)N=C1N)C2C(C(C(O2)CO)O)O.Cl. Drug 2: CC1=C(C(CCC1)(C)C)C=CC(=CC=CC(=CC(=O)O)C)C. Cell line: ACHN. Synergy scores: CSS=65.5, Synergy_ZIP=1.14, Synergy_Bliss=0.669, Synergy_Loewe=-27.0, Synergy_HSA=5.10.